This data is from Reaction yield outcomes from USPTO patents with 853,638 reactions. The task is: Predict the reaction yield, written as a fraction of the theoretical maximum amount of product (1.0 means a 100% yield; for example, 0.34 means a 34% yield). (1) The reactants are [Cl:1][C:2]1[CH:7]=[CH:6][C:5]([CH:8]2[CH2:13][CH2:12][CH2:11][NH:10][CH2:9]2)=[CH:4][CH:3]=1.[CH:14](=O)[C:15]1[CH:20]=[CH:19][CH:18]=[CH:17][CH:16]=1.[BH3-]C#N.[Na+]. The catalyst is CO. The product is [CH2:14]([N:10]1[CH2:11][CH2:12][CH2:13][CH:8]([C:5]2[CH:4]=[CH:3][C:2]([Cl:1])=[CH:7][CH:6]=2)[CH2:9]1)[C:15]1[CH:20]=[CH:19][CH:18]=[CH:17][CH:16]=1. The yield is 0.620. (2) The yield is 0.440. The product is [F:1][C@H:2]1[C@@H:6]([F:7])[CH2:5][CH:4]([C:8]([OH:10])=[O:9])[CH2:3]1. The catalyst is CO. The reactants are [F:1][C@H:2]1[C@@H:6]([F:7])[CH2:5][CH:4]([C:8]([O:10]C)=[O:9])[CH2:3]1.[Li+].[OH-].Cl. (3) The reactants are [F:1][C:2]1[CH:3]=[CH:4][C:5]([C:8]2[N:12]=[C:11]([C:13]3[CH:18]=[C:17]([N+:19]([O-])=O)[CH:16]=[C:15]([C:22]#[N:23])[CH:14]=3)[O:10][N:9]=2)=[N:6][CH:7]=1.C(=O)([O-])[O-].[K+].[K+].[CH2:30](I)[CH3:31].[C:33](OCC)(=O)[CH3:34]. The catalyst is CN(C)C=O. The product is [F:1][C:2]1[CH:3]=[CH:4][C:5]([C:8]2[N:12]=[C:11]([C:13]3[CH:18]=[C:17]([N:19]([CH2:30][CH3:31])[CH2:33][CH3:34])[CH:16]=[C:15]([C:22]#[N:23])[CH:14]=3)[O:10][N:9]=2)=[N:6][CH:7]=1. The yield is 0.200. (4) The reactants are [CH3:1][C:2]1[N:3]([S:9]([C:12]2[CH:17]=[CH:16][CH:15]=[CH:14][CH:13]=2)(=[O:11])=[O:10])[CH:4]=[CH:5][C:6]=1[CH2:7][OH:8].CS(C)=O.C(=O)([O-])O.[Na+]. The catalyst is C(N(CC)CC)C. The product is [CH3:1][C:2]1[N:3]([S:9]([C:12]2[CH:17]=[CH:16][CH:15]=[CH:14][CH:13]=2)(=[O:10])=[O:11])[CH:4]=[CH:5][C:6]=1[CH:7]=[O:8]. The yield is 0.840. (5) The reactants are CO[CH:3](OC)[N:4]([CH3:6])[CH3:5].[CH3:9][O:10][C:11]([O:15][CH3:16])(C)[CH:12]=[O:13].[CH2:17](O)C(C)C. No catalyst specified. The product is [CH3:5][N:4]([CH3:6])/[CH:3]=[CH:17]/[C:12](=[O:13])[CH:11]([O:15][CH3:16])[O:10][CH3:9]. The yield is 0.480. (6) The reactants are [CH3:13][CH:12]([O:11][C:9](/[N:8]=[N:8]/[C:9]([O:11][CH:12]([CH3:14])[CH3:13])=[O:10])=[O:10])[CH3:14].[N+]([C:18]1C=CC=CC=1O)([O-])=O.Cl.N1[CH2:31][CH2:30][CH2:29][CH2:28][CH:27]1[CH2:32][CH2:33][CH2:34][C:35]([O:37][CH3:38])=[O:36].C1C=CC(P(C2C=CC=CC=2)C2C=CC=CC=2)=CC=1. The catalyst is C1COCC1. The product is [C:12]([O:11][C:9]([N:8]1[CH2:31][CH2:30][CH2:29][CH2:28][CH:27]1[CH2:32][CH2:33][CH2:34][C:35]([O:37][CH3:38])=[O:36])=[O:10])([CH3:13])([CH3:14])[CH3:18]. The yield is 0.810. (7) The reactants are [N:1]1([C:7]2[C:8]3[N:16]=[C:15]([Cl:17])[CH:14]=[CH:13][C:9]=3[N:10]=[CH:11][N:12]=2)[CH2:6][CH2:5][NH:4][CH2:3][CH2:2]1.[Cl:18][C:19]1[CH:20]=[C:21]([N:25]=[C:26]=[O:27])[CH:22]=[CH:23][CH:24]=1. No catalyst specified. The product is [Cl:18][C:19]1[CH:20]=[C:21]([NH:25][C:26]([CH:2]2[CH2:3][NH:4][CH2:5][CH2:6][N:1]2[C:7]2[C:8]3[N:16]=[C:15]([Cl:17])[CH:14]=[CH:13][C:9]=3[N:10]=[CH:11][N:12]=2)=[O:27])[CH:22]=[CH:23][CH:24]=1. The yield is 0.990.